Dataset: Full USPTO retrosynthesis dataset with 1.9M reactions from patents (1976-2016). Task: Predict the reactants needed to synthesize the given product. Given the product [CH3:20][N:13]1[C:14]2[CH:19]=[CH:18][CH:17]=[CH:16][C:15]=2[N:11]([CH2:10][C:9]([OH:22])=[O:8])[C:12]1=[O:21], predict the reactants needed to synthesize it. The reactants are: C([O:8][C:9](=[O:22])[CH2:10][N:11]1[C:15]2[CH:16]=[CH:17][CH:18]=[CH:19][C:14]=2[N:13]([CH3:20])[C:12]1=[O:21])C1C=CC=CC=1.